This data is from HIV replication inhibition screening data with 41,000+ compounds from the AIDS Antiviral Screen. The task is: Binary Classification. Given a drug SMILES string, predict its activity (active/inactive) in a high-throughput screening assay against a specified biological target. (1) The result is 0 (inactive). The drug is CN1CCN(c2ccc(-n3cc(C(=O)O)c(=O)c4cc(F)c(N5CCN(C)CC5)cc43)nc2)CC1. (2) The drug is Oc1cc(NNc2ccccc2)nc(S)n1. The result is 0 (inactive).